Dataset: Catalyst prediction with 721,799 reactions and 888 catalyst types from USPTO. Task: Predict which catalyst facilitates the given reaction. (1) Reactant: Cl[C:2](Cl)(Cl)[CH:3]([OH:5])O.S([O-])([O-])(=O)=O.[Na+].[Na+].[Br:15][C:16]1[CH:17]=[C:18]([F:25])[C:19]([O:23][CH3:24])=[C:20]([CH:22]=1)[NH2:21].Cl.Cl.[NH2:28][OH:29]. Product: [Br:15][C:16]1[CH:17]=[C:18]([F:25])[C:19]([O:23][CH3:24])=[C:20]([NH:21][C:3](=[O:5])/[CH:2]=[N:28]/[OH:29])[CH:22]=1. The catalyst class is: 127. (2) Reactant: [CH2:1]([O:3][C:4]([C:6]([CH3:21])([O:8][C:9]1[CH:14]=[CH:13][C:12]([CH2:15][CH2:16][CH2:17][C:18]([OH:20])=O)=[CH:11][CH:10]=1)[CH3:7])=[O:5])[CH3:2].C(Cl)(=O)C(Cl)=O.CN(C)C=O.CS(O)(=O)=O.[CH3:38][NH:39][C:40]([N:42]([CH2:44][C:45]1[CH:50]=[CH:49][C:48]([C:51]([CH3:54])([CH3:53])[CH3:52])=[CH:47][CH:46]=1)[NH2:43])=[O:41].N1C=CC=CC=1. Product: [CH2:1]([O:3][C:4]([C:6]([CH3:7])([O:8][C:9]1[CH:10]=[CH:11][C:12]([CH2:15][CH2:16][CH2:17][C:18]([NH:43][N:42]([CH2:44][C:45]2[CH:46]=[CH:47][C:48]([C:51]([CH3:54])([CH3:53])[CH3:52])=[CH:49][CH:50]=2)[C:40]([NH:39][CH3:38])=[O:41])=[O:20])=[CH:13][CH:14]=1)[CH3:21])=[O:5])[CH3:2]. The catalyst class is: 13. (3) Reactant: [F:1][C:2]([F:8])([F:7])[S:3]([O-:6])(=[O:5])=[O:4].[F:9][C:10]1[CH:15]=[C:14]([C:16]([O:18]C)=[O:17])[CH:13]=[CH:12][C:11]=1[N+:20]([CH3:23])([CH3:22])[CH3:21].FC(F)(F)C(O)=O. Product: [F:1][C:2]([F:8])([F:7])[S:3]([O-:6])(=[O:5])=[O:4].[C:16]([C:14]1[CH:13]=[CH:12][C:11]([N+:20]([CH3:22])([CH3:21])[CH3:23])=[C:10]([F:9])[CH:15]=1)([OH:18])=[O:17]. The catalyst class is: 6. (4) Reactant: Cl.[NH2:2][CH2:3][CH2:4][O:5][C:6]1[N:11]=[C:10]([NH:12][C:13]2[C:14](=[O:21])[N:15]([CH3:20])[CH:16]=[C:17]([Br:19])[CH:18]=2)[CH:9]=[CH:8][CH:7]=1.[C:22](O)(=[O:26])[C:23]#[C:24][CH3:25].CN(C(ON1N=NC2C=CC=NC1=2)=[N+](C)C)C.F[P-](F)(F)(F)(F)F.CCN(C(C)C)C(C)C. Product: [Br:19][C:17]1[CH:18]=[C:13]([NH:12][C:10]2[N:11]=[C:6]([O:5][CH2:4][CH2:3][NH:2][C:22](=[O:26])[C:23]#[C:24][CH3:25])[CH:7]=[CH:8][CH:9]=2)[C:14](=[O:21])[N:15]([CH3:20])[CH:16]=1. The catalyst class is: 499. (5) Reactant: [Cl:1][C:2]1[C:9]([CH3:10])=[C:8]([N:11]2[C:15](=[O:16])[C:14]3([CH2:20][CH2:19][CH2:18][CH:17]3[OH:21])[O:13][C:12]2=[O:22])[CH:7]=[CH:6][C:3]=1[C:4]#[N:5].N1C=CN=C1.[C:28]([Si:32]([CH3:35])([CH3:34])Cl)([CH3:31])([CH3:30])[CH3:29]. Product: [Si:32]([O:21][CH:17]1[CH2:18][CH2:19][CH2:20][C:14]21[O:13][C:12](=[O:22])[N:11]([C:8]1[CH:7]=[CH:6][C:3]([C:4]#[N:5])=[C:2]([Cl:1])[C:9]=1[CH3:10])[C:15]2=[O:16])([C:28]([CH3:31])([CH3:30])[CH3:29])([CH3:35])[CH3:34]. The catalyst class is: 46. (6) Reactant: [N:1]1[S:2][N:3]=[C:4]2[C:9]([N:10]3[CH2:15][CH2:14][N:13](C(OC=C)=O)[CH2:12][CH2:11]3)=[CH:8][CH:7]=[CH:6][C:5]=12.Cl. Product: [N:1]1[S:2][N:3]=[C:4]2[C:9]([N:10]3[CH2:15][CH2:14][NH:13][CH2:12][CH2:11]3)=[CH:8][CH:7]=[CH:6][C:5]=12. The catalyst class is: 8. (7) Reactant: [Si:1]([O:8][CH2:9][CH:10]1[CH2:15][CH2:14][CH:13]([CH2:16][NH:17][C:18](=O)[CH3:19])[CH2:12][CH2:11]1)([C:4]([CH3:7])([CH3:6])[CH3:5])([CH3:3])[CH3:2].[H-].[Al+3].[Li+].[H-].[H-].[H-]. Product: [Si:1]([O:8][CH2:9][CH:10]1[CH2:11][CH2:12][CH:13]([CH2:16][NH:17][CH2:18][CH3:19])[CH2:14][CH2:15]1)([C:4]([CH3:7])([CH3:6])[CH3:5])([CH3:3])[CH3:2]. The catalyst class is: 7.